The task is: Predict the reaction yield, written as a fraction of the theoretical maximum amount of product (1.0 means a 100% yield; for example, 0.34 means a 34% yield).. This data is from Reaction yield outcomes from USPTO patents with 853,638 reactions. (1) The reactants are [CH:1]1([NH:4][C:5]([NH:7][C:8]2[CH:13]=[CH:12][C:11]([O:14][C:15]3[CH:20]=[CH:19][N:18]=[C:17]4[CH:21]=[C:22]([C:24]5[CH:29]=[CH:28][C:27]([CH:30]=[O:31])=[CH:26][N:25]=5)[S:23][C:16]=34)=[C:10]([F:32])[CH:9]=2)=[O:6])[CH2:3][CH2:2]1.[OH:33]OS([O-])=O.[K+].Cl. The catalyst is CN(C=O)C. The product is [CH:1]1([NH:4][C:5](=[O:6])[NH:7][C:8]2[CH:13]=[CH:12][C:11]([O:14][C:15]3[CH:20]=[CH:19][N:18]=[C:17]4[CH:21]=[C:22]([C:24]5[CH:29]=[CH:28][C:27]([C:30]([OH:33])=[O:31])=[CH:26][N:25]=5)[S:23][C:16]=34)=[C:10]([F:32])[CH:9]=2)[CH2:2][CH2:3]1. The yield is 0.800. (2) The reactants are Br[CH:2]1[CH2:7][CH2:6][CH2:5][C:4](=O)[C:3]1=[O:9].[CH3:10][O:11][C:12]1[CH:13]=[C:14]([NH:24][C:25]([NH2:27])=[S:26])[CH:15]=[CH:16][C:17]=1[N:18]1[CH:22]=[N:21][C:20]([CH3:23])=[N:19]1. The catalyst is C(O)C.CCOC(C)=O. The product is [CH3:10][O:11][C:12]1[CH:13]=[C:14]([NH:24][C:25]2[S:26][C:7]3[CH2:6][CH2:5][CH2:4][C:3](=[O:9])[C:2]=3[N:27]=2)[CH:15]=[CH:16][C:17]=1[N:18]1[CH:22]=[N:21][C:20]([CH3:23])=[N:19]1. The yield is 0.440. (3) The reactants are [C:1]([O:7][CH2:8][CH3:9])(=[O:6])[CH2:2][C:3]([CH3:5])=O.[Cl:10][C:11]1[CH:18]=[CH:17][CH:16]=[C:15]([Cl:19])[C:12]=1[CH:13]=O.[NH4+:20].[OH-:21]. The catalyst is CCO.C(Cl)Cl. The product is [Cl:10][C:11]1[CH:18]=[CH:17][CH:16]=[C:15]([Cl:19])[C:12]=1[CH:13]1[C:2]([C:1]([O:7][CH2:8][CH3:9])=[O:6])=[C:3]([CH3:5])[NH:20][C:3]([CH3:5])=[C:2]1[C:1]([O:7][CH2:8][CH3:9])=[O:21]. The yield is 0.0400. (4) The reactants are [F:1][C:2]1[CH:7]=[CH:6][CH:5]=[CH:4][C:3]=1[N:8]1[CH2:13][CH2:12][NH:11][CH2:10][CH2:9]1.C([O-])([O-])=O.[K+].[K+].Br[CH2:21][CH2:22][CH2:23][C:24]#[N:25]. The catalyst is C(#N)C. The product is [C:24]([CH2:23][CH2:22][CH2:21][N:11]1[CH2:12][CH2:13][N:8]([C:3]2[CH:4]=[CH:5][CH:6]=[CH:7][C:2]=2[F:1])[CH2:9][CH2:10]1)#[N:25]. The yield is 0.980.